From a dataset of Full USPTO retrosynthesis dataset with 1.9M reactions from patents (1976-2016). Predict the reactants needed to synthesize the given product. (1) Given the product [CH3:21][O:20][C:4]1[C:5](=[O:19])[N:6]([C:8]2[N:12]([C:13]3[CH:18]=[CH:17][CH:16]=[CH:15][CH:14]=3)[N:11]=[CH:10][CH:9]=2)[CH:7]=[C:2]([C:41]2[CH:46]=[CH:45][CH:44]=[CH:43][CH:42]=2)[N:3]=1, predict the reactants needed to synthesize it. The reactants are: Cl[C:2]1[N:3]=[C:4]([O:20][CH3:21])[C:5](=[O:19])[N:6]([C:8]2[N:12]([C:13]3[CH:18]=[CH:17][CH:16]=[CH:15][CH:14]=3)[N:11]=[CH:10][CH:9]=2)[CH:7]=1.C(P(C(C)(C)C)C(C)(C)C)(C)(C)C.C(=O)([O-])[O-].[Cs+].[Cs+].[C:41]1(B(O)O)[CH:46]=[CH:45][CH:44]=[CH:43][CH:42]=1. (2) The reactants are: [F:1][C:2]1[CH:7]=[C:6]([O:8][CH2:9][C:10]2[CH:15]=[CH:14][CH:13]=[C:12]([F:16])[CH:11]=2)[C:5]([F:17])=[CH:4][C:3]=1[N:18]1[C:22](=[O:23])[CH2:21][CH:20]([C:24]([OH:26])=O)[CH2:19]1.[C:27](N1C=CN=C1)([N:29]1C=CN=C1)=O.CN. Given the product [CH3:27][NH:29][C:24]([CH:20]1[CH2:21][C:22](=[O:23])[N:18]([C:3]2[CH:4]=[C:5]([F:17])[C:6]([O:8][CH2:9][C:10]3[CH:15]=[CH:14][CH:13]=[C:12]([F:16])[CH:11]=3)=[CH:7][C:2]=2[F:1])[CH2:19]1)=[O:26], predict the reactants needed to synthesize it. (3) Given the product [CH2:9]([O:8][C:6]1[CH:5]=[CH:4][C:3]([S:16][C:17]2[CH:18]=[CH:19][C:20]([OH:23])=[CH:21][CH:22]=2)=[C:2]([NH:1][C:39]2[C:31]3[CH:30]=[CH:29][C:28]([CH:24]([CH2:26][CH3:27])[CH3:25])=[N:33][C:32]=3[N:34]=[CH:35][N:40]=2)[CH:7]=1)[C:10]1[CH:11]=[CH:12][CH:13]=[CH:14][CH:15]=1, predict the reactants needed to synthesize it. The reactants are: [NH2:1][C:2]1[CH:7]=[C:6]([O:8][CH2:9][C:10]2[CH:15]=[CH:14][CH:13]=[CH:12][CH:11]=2)[CH:5]=[CH:4][C:3]=1[S:16][C:17]1[CH:22]=[CH:21][C:20]([OH:23])=[CH:19][CH:18]=1.[CH:24]([C:28]1[N:33]=[C:32]([N:34]=[CH:35]N(C)C)[C:31]([C:39]#[N:40])=[CH:30][CH:29]=1)([CH2:26][CH3:27])[CH3:25].NC1C=C(OCC2C=CC(OC)=CC=2)C=CC=1SC1C=CC(O)=CC=1.C(C1C(N=CN(C)C)=NC(C)=CC=1)#N. (4) Given the product [CH3:21][C@H:19]1[O:20][C@H:15]([CH3:14])[CH2:16][N:17]([C:2]2[CH:3]=[CH:4][C:5]3[N:11]4[CH2:12][C@H:8]([CH2:9][CH2:10]4)[NH:7][C:6]=3[N:13]=2)[CH2:18]1, predict the reactants needed to synthesize it. The reactants are: Cl[C:2]1[CH:3]=[CH:4][C:5]2[N:11]3[CH2:12][C@H:8]([CH2:9][CH2:10]3)[NH:7][C:6]=2[N:13]=1.[CH3:14][C@H:15]1[O:20][C@H:19]([CH3:21])[CH2:18][NH:17][CH2:16]1.CC([O-])(C)C.[K+]. (5) Given the product [NH2:26][C@@H:24]([CH3:25])[C:23]([N:19]1[CH2:20][CH2:21][CH2:22][C@@H:17]([C:15]([OH:16])=[O:31])[NH:18]1)=[O:27], predict the reactants needed to synthesize it. The reactants are: BrC1C=C2C(C=CC([C@H](N[C:15]([C@@H:17]3[CH2:22][CH2:21][CH2:20][N:19]([C:23](=[O:27])[C@@H:24]([NH2:26])[CH3:25])[NH:18]3)=[O:16])C)=N2)=CC=1.FC(F)(F)C(O)=[O:31]. (6) The reactants are: [P:1]([OH:4])([OH:3])[OH:2].[CH2:5]([Si:7]([CH2:18][CH3:19])([CH2:16][CH3:17])O[Si:7]([CH2:18][CH3:19])([CH2:16][CH3:17])[CH2:5][CH3:6])[CH3:6]. Given the product [PH:1](=[O:4])([O:3][Si:7]([CH2:18][CH3:19])([CH2:16][CH3:17])[CH2:5][CH3:6])[O:2][Si:7]([CH2:16][CH3:17])([CH2:5][CH3:6])[CH2:18][CH3:19], predict the reactants needed to synthesize it. (7) Given the product [NH2:40][C:15]1[N:16]=[CH:17][N:18]=[C:19]2[C:14]=1[N:13]=[C:12]([S:11][C:3]1[C:2]([I:1])=[CH:10][C:6]3[O:7][CH2:8][O:9][C:5]=3[CH:4]=1)[N:20]2[CH2:23][CH2:24][CH2:25][NH:26][C:27](=[O:32])[C:28]([CH3:31])([CH3:30])[CH3:29], predict the reactants needed to synthesize it. The reactants are: [I:1][C:2]1[C:3]([S:11][C:12]2[N:20]=[C:19]3[C:15]([N:16]=[CH:17][NH:18]3)=[C:14](N)[N:13]=2)=[CH:4][C:5]2[O:9][CH2:8][O:7][C:6]=2[CH:10]=1.Br[CH2:23][CH2:24][CH2:25][NH:26][C:27](=[O:32])[C:28]([CH3:31])([CH3:30])[CH3:29].C([O-])([O-])=O.[Cs+].[Cs+].C[N:40](C=O)C. (8) Given the product [Cl:1][C:2]1[CH:12]=[C:11]([NH:13][CH:14]([CH3:17])[CH3:15])[C:5]([C:6]([NH:19][NH2:20])=[O:7])=[CH:4][N:3]=1, predict the reactants needed to synthesize it. The reactants are: [Cl:1][C:2]1[CH:12]=[C:11]([NH:13][CH:14]2[CH2:17]C[CH2:15]2)[C:5]([C:6](OCC)=[O:7])=[CH:4][N:3]=1.O.[NH2:19][NH2:20]. (9) Given the product [NH2:3][C:6]1[C:7]([C:32]([F:35])([F:34])[F:33])=[N:8][C:9]2[C:14]([C:15]=1[NH:16][CH2:17][CH2:18][CH:19]1[CH2:24][CH2:23][N:22]([C:25]([O:27][C:28]([CH3:29])([CH3:30])[CH3:31])=[O:26])[CH2:21][CH2:20]1)=[CH:13][CH:12]=[CH:11][CH:10]=2, predict the reactants needed to synthesize it. The reactants are: [BH4-].[Na+].[N+:3]([C:6]1[C:7]([C:32]([F:35])([F:34])[F:33])=[N:8][C:9]2[C:14]([C:15]=1[NH:16][CH2:17][CH2:18][CH:19]1[CH2:24][CH2:23][N:22]([C:25]([O:27][C:28]([CH3:31])([CH3:30])[CH3:29])=[O:26])[CH2:21][CH2:20]1)=[CH:13][CH:12]=[CH:11][CH:10]=2)([O-])=O. (10) Given the product [N:1]([CH2:4][CH:5]1[CH2:9][O:8][C:7]([CH3:12])([CH3:13])[O:6]1)=[N+:2]=[N-:3], predict the reactants needed to synthesize it. The reactants are: [N:1]([CH2:4][CH2:5][O:6][CH:7]1[CH2:12]CC[CH2:9][O:8]1)=[N+:2]=[N-:3].[CH3:13]C1(C)OC(COS(C2C=CC(C)=CC=2)(=O)=O)CO1.